Task: Predict the reactants needed to synthesize the given product.. Dataset: Full USPTO retrosynthesis dataset with 1.9M reactions from patents (1976-2016) (1) Given the product [Cl:8][C:9]1[CH:16]=[C:15]([O:17][CH3:18])[CH:14]=[CH:13][C:10]=1[CH:11]=[CH2:2], predict the reactants needed to synthesize it. The reactants are: [PH4+].[CH3:2]C([O-])(C)C.[K+].[Cl:8][C:9]1[CH:16]=[C:15]([O:17][CH3:18])[CH:14]=[CH:13][C:10]=1[CH:11]=O. (2) Given the product [C:16]([NH2:18])(=[O:17])[C:15]1[CH:27]=[CH:28][CH:29]=[CH:13][CH:14]=1, predict the reactants needed to synthesize it. The reactants are: FC(F)(F)C1C=C(C=CC=1)N.N[C:13]1[CH:14]=[C:15]([CH:27]=[CH:28][C:29]=1OC)[C:16]([NH:18]C1C=CC(F)=C(F)C=1)=[O:17]. (3) Given the product [NH2:1][C:2]1[C:3]2[C:10]([C:28]3[CH:27]=[C:26]4[C:31]([CH:32]=[CH:33][C:24]([C:18]5[CH:23]=[CH:22][CH:21]=[CH:20][CH:19]=5)=[N:25]4)=[CH:30][CH:29]=3)=[CH:9][N:8]([C@H:12]3[CH2:15][C@H:14]([CH2:16][OH:17])[CH2:13]3)[C:4]=2[N:5]=[CH:6][N:7]=1, predict the reactants needed to synthesize it. The reactants are: [NH2:1][C:2]1[C:3]2[C:10](I)=[CH:9][N:8]([C@H:12]3[CH2:15][C@H:14]([CH2:16][OH:17])[CH2:13]3)[C:4]=2[N:5]=[CH:6][N:7]=1.[C:18]1([C:24]2[CH:33]=[CH:32][C:31]3[C:26](=[CH:27][C:28](B4OC(C)(C)C(C)(C)O4)=[CH:29][CH:30]=3)[N:25]=2)[CH:23]=[CH:22][CH:21]=[CH:20][CH:19]=1.C([O-])([O-])=O.[Na+].[Na+].O. (4) Given the product [O:27]1[C:31]2[CH:32]=[CH:33][C:34]([CH2:36][NH:37][C:19]([C:18]3[CH:22]=[CH:23][CH:24]=[CH:25][C:17]=3[NH:16][C:14]([C:13]3[C:9]([C:3]4[C:2]([Cl:1])=[CH:7][CH:6]=[CH:5][C:4]=4[Cl:8])=[N:10][O:11][C:12]=3[CH3:26])=[O:15])=[O:20])=[CH:35][C:30]=2[O:29][CH2:28]1, predict the reactants needed to synthesize it. The reactants are: [Cl:1][C:2]1[CH:7]=[CH:6][CH:5]=[C:4]([Cl:8])[C:3]=1[C:9]1[C:13]([C:14]([NH:16][C:17]2[CH:25]=[CH:24][CH:23]=[CH:22][C:18]=2[C:19](O)=[O:20])=[O:15])=[C:12]([CH3:26])[O:11][N:10]=1.[O:27]1[C:31]2[CH:32]=[CH:33][C:34]([CH2:36][NH2:37])=[CH:35][C:30]=2[O:29][CH2:28]1.CN(C(ON1N=NC2C=CC=NC1=2)=[N+](C)C)C.F[P-](F)(F)(F)(F)F.C(N(C(C)C)CC)(C)C. (5) Given the product [Br:1][C:2]1[CH:3]=[C:4]([C@H:12]2[O:16][C:15](=[O:17])[N:14]([CH2:26][C:27]3[C:32]([C:33]4[CH:38]=[C:37]([CH:39]([CH3:41])[CH3:40])[C:36]([F:42])=[CH:35][C:34]=4[O:43][CH3:44])=[CH:31][N:30]=[C:29]([S:45][CH3:46])[N:28]=3)[C@H:13]2[CH3:18])[CH:5]=[C:6]([C:8]([F:9])([F:11])[F:10])[CH:7]=1, predict the reactants needed to synthesize it. The reactants are: [Br:1][C:2]1[CH:3]=[C:4]([C@H:12]2[O:16][C:15](=[O:17])[NH:14][C@H:13]2[CH3:18])[CH:5]=[C:6]([C:8]([F:11])([F:10])[F:9])[CH:7]=1.[H-].[Na+].CS(O[CH2:26][C:27]1[C:32]([C:33]2[CH:38]=[C:37]([CH:39]([CH3:41])[CH3:40])[C:36]([F:42])=[CH:35][C:34]=2[O:43][CH3:44])=[CH:31][N:30]=[C:29]([S:45][CH3:46])[N:28]=1)(=O)=O. (6) Given the product [F:10][C:9]([F:12])([F:11])[O:8][C:5]1[CH:6]=[CH:7][C:2]([B:13]([OH:18])[OH:14])=[CH:3][CH:4]=1, predict the reactants needed to synthesize it. The reactants are: Br[C:2]1[CH:7]=[CH:6][C:5]([O:8][C:9]([F:12])([F:11])[F:10])=[CH:4][CH:3]=1.[B:13](OC(C)C)([O:18]C(C)C)[O:14]C(C)C.C([Li])CCC.Cl.[Cl-].[Na+]. (7) Given the product [Cl:1][CH2:2][CH2:3][O:4][C:5]1[CH:6]=[CH:7][C:8]([C:11]([C:13]2[CH:18]=[CH:17][C:16]([OH:19])=[C:15]([F:21])[CH:14]=2)=[O:12])=[CH:9][CH:10]=1, predict the reactants needed to synthesize it. The reactants are: [Cl:1][CH2:2][CH2:3][O:4][C:5]1[CH:10]=[CH:9][C:8]([C:11]([C:13]2[CH:18]=[CH:17][C:16]([O:19]C)=[C:15]([F:21])[CH:14]=2)=[O:12])=[CH:7][CH:6]=1.C([O-])([O-])=O.[Na+].[Na+]. (8) Given the product [NH2:1][C:2]1[CH:10]=[CH:9][C:5]([C:6]([NH2:8])=[O:7])=[CH:4][C:3]=1[Br:11], predict the reactants needed to synthesize it. The reactants are: [NH2:1][C:2]1[CH:10]=[CH:9][C:5]([C:6]([NH2:8])=[O:7])=[CH:4][CH:3]=1.[Br:11]N1C(=O)CCC1=O.CCOC(C)=O.